Task: Predict the reactants needed to synthesize the given product.. Dataset: Full USPTO retrosynthesis dataset with 1.9M reactions from patents (1976-2016) (1) Given the product [Na+:69].[Na+:69].[Na+:69].[C:1]([CH2:4][CH2:5][CH2:6][CH2:7][CH2:8][N:9]1[C:17]2[C:12](=[CH:13][C:14]([S:18]([OH:21])(=[O:20])=[O:19])=[CH:15][CH:16]=2)[C:11]([CH3:29])([CH2:22][CH2:23][CH2:24][S:25]([OH:28])(=[O:26])=[O:27])/[C:10]/1=[CH:30]\[CH:31]=[CH:64]\[C:44]1[C:45]([CH3:63])([CH2:56][CH2:57][CH2:58][S:59]([OH:62])(=[O:61])=[O:60])[C:46]2[C:51](=[CH:50][CH:49]=[C:48]([S:52]([OH:55])(=[O:53])=[O:54])[CH:47]=2)[N+:43]=1[CH2:42][CH2:41][O:40][CH3:39])([OH:3])=[O:2], predict the reactants needed to synthesize it. The reactants are: [C:1]([CH2:4][CH2:5][CH2:6][CH2:7][CH2:8][N+:9]1[C:17]2[C:12](=[CH:13][C:14]([S:18]([OH:21])(=[O:20])=[O:19])=[CH:15][CH:16]=2)[C:11]([CH3:29])([CH2:22][CH2:23][CH2:24][S:25]([OH:28])(=[O:27])=[O:26])[C:10]=1/[CH:30]=[CH:31]/NC1C=CC=CC=1)([OH:3])=[O:2].[CH3:39][O:40][CH2:41][CH2:42][N+:43]1[C:51]2[C:46](=[CH:47][C:48]([S:52]([OH:55])(=[O:54])=[O:53])=[CH:49][CH:50]=2)[C:45]([CH3:63])([CH2:56][CH2:57][CH2:58][S:59]([OH:62])(=[O:61])=[O:60])[C:44]=1[CH3:64].C([O-])(=O)C.[Na+:69].C(OCC)C. (2) Given the product [CH3:1][C:2]1[CH:7]=[C:6]([CH3:8])[CH:5]=[CH:4][C:3]=1[C:9]1[O:13][N:12]=[CH:11][C:10]=1[C:14]([N:40]1[CH2:45][CH2:44][CH2:43][C@@H:42]([C:46]([OH:49])([CH3:48])[CH3:47])[CH2:41]1)=[O:16], predict the reactants needed to synthesize it. The reactants are: [CH3:1][C:2]1[CH:7]=[C:6]([CH3:8])[CH:5]=[CH:4][C:3]=1[C:9]1[O:13][N:12]=[CH:11][C:10]=1[C:14]([OH:16])=O.CN(C(ON1N=NC2C=CC=CC1=2)=[N+](C)C)C.[B-](F)(F)(F)F.Cl.[NH:40]1[CH2:45][CH2:44][CH2:43][C@@H:42]([C:46]([OH:49])([CH3:48])[CH3:47])[CH2:41]1.C(N(CC)CC)C. (3) Given the product [C:41]([N:27]1[CH2:28][CH2:29][CH:24]([CH2:23][O:22][C:19]2[CH:20]=[C:21]3[C:16](=[CH:17][C:18]=2[O:30][CH3:31])[N:15]=[CH:14][N:13]=[C:12]3[O:11][C:10]2[C:2]([F:1])=[C:3]3[C:7](=[CH:8][CH:9]=2)[NH:6][CH:5]=[CH:4]3)[CH2:25][CH2:26]1)(=[O:43])[CH3:42], predict the reactants needed to synthesize it. The reactants are: [F:1][C:2]1[C:10]([O:11][C:12]2[C:21]3[C:16](=[CH:17][C:18]([O:30][CH3:31])=[C:19]([O:22][CH2:23][CH:24]4[CH2:29][CH2:28][NH:27][CH2:26][CH2:25]4)[CH:20]=3)[N:15]=[CH:14][N:13]=2)=[CH:9][CH:8]=[C:7]2[C:3]=1[CH:4]=[CH:5][NH:6]2.C(N(C(C)C)CC)(C)C.[C:41](Cl)(=[O:43])[CH3:42].